The task is: Regression. Given a peptide amino acid sequence and an MHC pseudo amino acid sequence, predict their binding affinity value. This is MHC class II binding data.. This data is from Peptide-MHC class II binding affinity with 134,281 pairs from IEDB. (1) The peptide sequence is MYYVSGARSNVTFTVK. The MHC is HLA-DQA10501-DQB10302 with pseudo-sequence HLA-DQA10501-DQB10302. The binding affinity (normalized) is 0.235. (2) The peptide sequence is TFTVEKGSNEKHLAV. The MHC is HLA-DQA10501-DQB10201 with pseudo-sequence HLA-DQA10501-DQB10201. The binding affinity (normalized) is 0.0238. (3) The peptide sequence is VIPEGWKADTCYESK. The MHC is HLA-DQA10104-DQB10503 with pseudo-sequence HLA-DQA10104-DQB10503. The binding affinity (normalized) is 0.315. (4) The peptide sequence is ILKGLYNFATCGLIG. The MHC is DRB1_0405 with pseudo-sequence DRB1_0405. The binding affinity (normalized) is 0.806. (5) The peptide sequence is QYDVIIQHPADMSWC. The MHC is DRB1_1101 with pseudo-sequence DRB1_1101. The binding affinity (normalized) is 0.483. (6) The peptide sequence is SMPFLRKTRWTFLLS. The MHC is HLA-DQA10303-DQB10402 with pseudo-sequence HLA-DQA10303-DQB10402. The binding affinity (normalized) is 0.313. (7) The peptide sequence is EAAFTVSSKRNLADA. The MHC is DRB1_1001 with pseudo-sequence DRB1_1001. The binding affinity (normalized) is 0.535. (8) The peptide sequence is KFTVFEAAFNKAIKE. The MHC is DRB1_1602 with pseudo-sequence DRB1_1602. The binding affinity (normalized) is 0.871. (9) The peptide sequence is YDKFLANVSTVLTNK. The binding affinity (normalized) is 0.825. The MHC is DRB1_1602 with pseudo-sequence DRB1_1602. (10) The peptide sequence is TFAATHNPWASQPG. The MHC is DRB3_0202 with pseudo-sequence DRB3_0202. The binding affinity (normalized) is 0.327.